Dataset: Experimentally validated miRNA-target interactions with 360,000+ pairs, plus equal number of negative samples. Task: Binary Classification. Given a miRNA mature sequence and a target amino acid sequence, predict their likelihood of interaction. Result: 0 (no interaction). The miRNA is mmu-miR-6420 with sequence ACUAAUCCUAUAAAAUCAAAC. The protein sequence of the target gene is MLQMAGQCSQNEYFDSLLHACIPCQLRCSSNTPPLTCQRYCNASVTNSVKGTNAILWTCLGLSLIISLAVFVLMFLLRKINSEPLKDEFKNTGSGLLGMANIDLEKSRTGDEIILPRGLEYTVEECTCEDCIKSKPKVDSDHCFPLPAMEEGATILVTTKTNDYCKSLPAALSATEIEKSISAR.